From a dataset of Reaction yield outcomes from USPTO patents with 853,638 reactions. Predict the reaction yield, written as a fraction of the theoretical maximum amount of product (1.0 means a 100% yield; for example, 0.34 means a 34% yield). (1) The reactants are [CH2:1]([NH:3][C:4](=[O:37])[NH:5][C:6]1[CH:7]=[C:8]([NH:26]C(=O)OCC2C=CC=CC=2)[CH:9]=[N:10][C:11]=1[S:12](=[O:25])(=[O:24])[NH:13][C:14]1[CH:15]=[CH:16][C:17]2[CH2:21][O:20][B:19]([OH:22])[C:18]=2[CH:23]=1)[CH3:2]. The catalyst is CO.[Pd]. The product is [NH2:26][C:8]1[CH:7]=[C:6]([NH:5][C:4]([NH:3][CH2:1][CH3:2])=[O:37])[C:11]([S:12]([NH:13][C:14]2[CH:15]=[CH:16][C:17]3[CH2:21][O:20][B:19]([OH:22])[C:18]=3[CH:23]=2)(=[O:25])=[O:24])=[N:10][CH:9]=1. The yield is 0.150. (2) The reactants are [N:1]1([C:7]2[C:8]3[N:16]=[C:15]([C:17]4[CH:22]=[CH:21][C:20]([CH3:23])=[CH:19][CH:18]=4)[S:14][C:9]=3[N:10]=[C:11]([NH2:13])[N:12]=2)[CH2:6][CH2:5][NH:4][CH2:3][CH2:2]1.[Cl:24][C:25]1[CH:35]=[CH:34][C:28]([O:29][CH2:30][C:31](O)=[O:32])=[CH:27][CH:26]=1. No catalyst specified. The product is [NH2:13][C:11]1[N:12]=[C:7]([N:1]2[CH2:2][CH2:3][N:4]([C:31](=[O:32])[CH2:30][O:29][C:28]3[CH:34]=[CH:35][C:25]([Cl:24])=[CH:26][CH:27]=3)[CH2:5][CH2:6]2)[C:8]2[N:16]=[C:15]([C:17]3[CH:22]=[CH:21][C:20]([CH3:23])=[CH:19][CH:18]=3)[S:14][C:9]=2[N:10]=1. The yield is 0.320. (3) The reactants are Cl[C:2]1[CH:7]=[C:6]([CH3:8])[N:5]=[CH:4][N:3]=1.[C:9]1(B(O)O)[CH:14]=[CH:13][CH:12]=[CH:11][CH:10]=1.C(=O)([O-])[O-].[Na+].[Na+]. The catalyst is Cl[Pd](Cl)([P](C1C=CC=CC=1)(C1C=CC=CC=1)C1C=CC=CC=1)[P](C1C=CC=CC=1)(C1C=CC=CC=1)C1C=CC=CC=1.ClCCl.O.C(#N)C. The product is [CH3:8][C:6]1[CH:7]=[C:2]([C:9]2[CH:14]=[CH:13][CH:12]=[CH:11][CH:10]=2)[N:3]=[CH:4][N:5]=1. The yield is 0.460. (4) The product is [C:17]([CH2:18][C:19]([CH3:26])([CH3:25])[CH2:20][C:21]([O:23][CH3:24])=[O:22])#[N:16]. The reactants are FC(F)(F)S(OS(C(F)(F)F)(=O)=O)(=O)=O.[NH2:16][C:17](=O)[CH2:18][C:19]([CH3:26])([CH3:25])[CH2:20][C:21]([O:23][CH3:24])=[O:22].C(N(CC)CC)C.O. The catalyst is C(Cl)Cl. The yield is 0.690.